Dataset: Full USPTO retrosynthesis dataset with 1.9M reactions from patents (1976-2016). Task: Predict the reactants needed to synthesize the given product. (1) The reactants are: [NH2:1][C:2]1[N:7]=[C:6]([N:8]2[CH2:13][CH2:12][CH2:11][CH:10]([NH:14]C(=O)OC(C)(C)C)[CH2:9]2)[CH:5]=[C:4]([C:22]2[CH:30]=[C:29]3[C:25]([C:26]([NH2:31])=[N:27][NH:28]3)=[CH:24][CH:23]=2)[N:3]=1.[ClH:32]. Given the product [ClH:32].[NH2:1][C:2]1[N:3]=[C:4]([C:22]2[CH:30]=[C:29]3[C:25]([C:26]([NH2:31])=[N:27][NH:28]3)=[CH:24][CH:23]=2)[CH:5]=[C:6]([N:8]2[CH2:13][CH2:12][CH2:11][CH:10]([NH2:14])[CH2:9]2)[N:7]=1, predict the reactants needed to synthesize it. (2) Given the product [Cl:21][CH2:22][C:23]([NH:14][CH2:13][C:7]1[C:6]2[NH:5][C:4]3[CH2:3][CH2:2][CH2:1][C:12]=3[C:11]=2[CH:10]=[CH:9][CH:8]=1)=[O:24], predict the reactants needed to synthesize it. The reactants are: [CH2:1]1[C:12]2[C:11]3[CH:10]=[CH:9][CH:8]=[C:7]([CH2:13][NH2:14])[C:6]=3[NH:5][C:4]=2[CH2:3][CH2:2]1.N1C=CC=CC=1.[Cl:21][CH2:22][C:23](Cl)=[O:24].O. (3) Given the product [Br:3][C:4]1[CH:5]=[C:6]([CH2:11][N:12]([CH3:30])[C:13](=[O:29])[CH2:14][C:15]2([C:21]3[CH:26]=[CH:25][C:24]([CH3:27])=[C:23]([CH3:28])[CH:22]=3)[CH2:20][CH2:19][N:18]([CH3:31])[CH2:17][CH2:16]2)[CH:7]=[C:8]([Br:10])[CH:9]=1, predict the reactants needed to synthesize it. The reactants are: C=O.[Br:3][C:4]1[CH:5]=[C:6]([CH2:11][N:12]([CH3:30])[C:13](=[O:29])[CH2:14][C:15]2([C:21]3[CH:26]=[CH:25][C:24]([CH3:27])=[C:23]([CH3:28])[CH:22]=3)[CH2:20][CH2:19][NH:18][CH2:17][CH2:16]2)[CH:7]=[C:8]([Br:10])[CH:9]=1.[C:31](O[BH-](OC(=O)C)OC(=O)C)(=O)C.[Na+]. (4) Given the product [CH2:1]([C:3]1[N:13]([C:14]2[CH:19]=[CH:18][C:17]([CH2:20][CH2:21][NH:22][C:23]([NH:40][S:37]([C:33]3[S:32][CH:36]=[CH:35][CH:34]=3)(=[O:39])=[O:38])=[O:31])=[CH:16][CH:15]=2)[C:6]2=[N:7][C:8]([CH3:12])=[CH:9][C:10]([CH3:11])=[C:5]2[N:4]=1)[CH3:2], predict the reactants needed to synthesize it. The reactants are: [CH2:1]([C:3]1[N:13]([C:14]2[CH:19]=[CH:18][C:17]([CH2:20][CH2:21][NH:22][C:23](=[O:31])OC3C=CC=CC=3)=[CH:16][CH:15]=2)[C:6]2=[N:7][C:8]([CH3:12])=[CH:9][C:10]([CH3:11])=[C:5]2[N:4]=1)[CH3:2].[S:32]1[CH:36]=[CH:35][CH:34]=[C:33]1[S:37]([NH2:40])(=[O:39])=[O:38]. (5) Given the product [Cl:39][C:13]1[N:14]=[C:15]([C@@H:17]2[CH2:21][C@H:20]([CH:22]3[CH2:23][CH2:24][N:25]([S:28]([CH3:31])(=[O:29])=[O:30])[CH2:26][CH2:27]3)[CH2:19][N:18]2[C:32]([O:34][C:35]([CH3:38])([CH3:37])[CH3:36])=[O:33])[NH:16][C:12]=1[C:9]1[CH:8]=[CH:7][C:6]([NH:5][C:3]([O:2][CH3:1])=[O:4])=[CH:11][CH:10]=1, predict the reactants needed to synthesize it. The reactants are: [CH3:1][O:2][C:3]([NH:5][C:6]1[CH:11]=[CH:10][C:9]([C:12]2[NH:16][C:15]([C@@H:17]3[CH2:21][C@H:20]([CH:22]4[CH2:27][CH2:26][N:25]([S:28]([CH3:31])(=[O:30])=[O:29])[CH2:24][CH2:23]4)[CH2:19][N:18]3[C:32]([O:34][C:35]([CH3:38])([CH3:37])[CH3:36])=[O:33])=[N:14][CH:13]=2)=[CH:8][CH:7]=1)=[O:4].[Cl:39]N1C(=O)CCC1=O.